This data is from Forward reaction prediction with 1.9M reactions from USPTO patents (1976-2016). The task is: Predict the product of the given reaction. Given the reactants [CH3:1][O:2][CH2:3][CH2:4][N:5]1[CH2:10][CH2:9][C:8](=[CH:11][C:12]([O:14]C)=[O:13])[CH2:7][CH2:6]1.COC(C=C1CCN(C(OC(C)(C)C)=O)CC1)=O, predict the reaction product. The product is: [CH3:1][O:2][CH2:3][CH2:4][N:5]1[CH2:6][CH2:7][C:8](=[CH:11][C:12]([OH:14])=[O:13])[CH2:9][CH2:10]1.